This data is from Full USPTO retrosynthesis dataset with 1.9M reactions from patents (1976-2016). The task is: Predict the reactants needed to synthesize the given product. (1) Given the product [CH2:1]([O:3][C:4]([C:5]1[NH:13][C:12]2[C:7](=[N:8][C:9]([O:16][CH3:17])=[CH:10][CH:11]=2)[CH:6]=1)=[O:19])[CH3:2], predict the reactants needed to synthesize it. The reactants are: [CH2:1]([O:3][C:4](=[O:19])[C:5](=O)[CH2:6][C:7]1[C:12]([N+:13]([O-])=O)=[CH:11][CH:10]=[C:9]([O:16][CH3:17])[N:8]=1)[CH3:2].[Cl-].[NH4+]. (2) Given the product [Cl:25][CH2:24][CH2:23][CH2:22][CH:10]([C:5]1[CH:6]=[CH:7][CH:8]=[CH:9][C:4]=1[O:3][C:2]([F:14])([F:15])[F:1])[C:11]([OH:13])=[O:12], predict the reactants needed to synthesize it. The reactants are: [F:1][C:2]([F:15])([F:14])[O:3][C:4]1[CH:9]=[CH:8][CH:7]=[CH:6][C:5]=1[CH2:10][C:11]([OH:13])=[O:12].C([Li])CCC.Br[CH2:22][CH2:23][CH2:24][Cl:25]. (3) Given the product [Cl:26][CH2:25][CH2:24][CH2:23][O:12][C:4]1[CH:5]=[C:6]([N+:9]([O-:11])=[O:10])[CH:7]=[CH:8][C:3]=1[O:2][CH3:1], predict the reactants needed to synthesize it. The reactants are: [CH3:1][O:2][C:3]1[CH:8]=[CH:7][C:6]([N+:9]([O-:11])=[O:10])=[CH:5][C:4]=1[OH:12].C1(C)C=CC(S(O[CH2:23][CH2:24][CH2:25][Cl:26])(=O)=O)=CC=1.C(=O)([O-])[O-].[K+].[K+]. (4) Given the product [CH2:1]([O:3][C:4](=[O:18])[C:5]([C:6]1[CH:7]=[CH:8][C:9]([NH2:12])=[CH:10][CH:11]=1)([C:16]#[N:17])[CH3:15])[CH3:2], predict the reactants needed to synthesize it. The reactants are: [CH2:1]([O:3][C:4](=[O:18])[C:5]([C:16]#[N:17])([CH3:15])[C:6]1[CH:11]=[CH:10][C:9]([N+:12]([O-])=O)=[CH:8][CH:7]=1)[CH3:2]. (5) Given the product [CH2:1]([O:8][C:9]1[CH:14]=[CH:13][C:12]([CH2:15][C:16]2[C:17]([O:24][C@@H:34]3[O:35][C@H:36]([CH2:53][O:54][C:55](=[O:60])[C:56]([CH3:59])([CH3:58])[CH3:57])[C@@H:37]([O:46][C:47](=[O:52])[C:48]([CH3:49])([CH3:50])[CH3:51])[C@H:38]([O:39][C:40](=[O:45])[C:41]([CH3:42])([CH3:43])[CH3:44])[C@H:33]3[O:32][C:26](=[O:31])[C:27]([CH3:30])([CH3:28])[CH3:29])=[N:18][NH:19][C:20]=2[CH:21]([CH3:22])[CH3:23])=[C:11]([CH3:25])[CH:10]=1)[C:2]1[CH:3]=[CH:4][CH:5]=[CH:6][CH:7]=1, predict the reactants needed to synthesize it. The reactants are: [CH2:1]([O:8][C:9]1[CH:14]=[CH:13][C:12]([CH2:15][C:16]2[C:17](=[O:24])[NH:18][NH:19][C:20]=2[CH:21]([CH3:23])[CH3:22])=[C:11]([CH3:25])[CH:10]=1)[C:2]1[CH:7]=[CH:6][CH:5]=[CH:4][CH:3]=1.[C:26]([O:32][C@@H:33]1[C@@H:38]([O:39][C:40](=[O:45])[C:41]([CH3:44])([CH3:43])[CH3:42])[C@H:37]([O:46][C:47](=[O:52])[C:48]([CH3:51])([CH3:50])[CH3:49])[C@@H:36]([CH2:53][O:54][C:55](=[O:60])[C:56]([CH3:59])([CH3:58])[CH3:57])[O:35][C@@H:34]1Br)(=[O:31])[C:27]([CH3:30])([CH3:29])[CH3:28].C(OCCCOC1C=CC(CC2C(=O)NNC=2C(C)C)=CC=1)C1C=CC=CC=1.CC(OC[C@H]1O[C@H](Br)[C@H](OC(C)=O)[C@@H](OC(C)=O)[C@@H]1OC(C)=O)=O. (6) The reactants are: [CH:1]1([N:7]2[C:12]([OH:13])=[C:11]([C:14]([NH:16][CH2:17][C:18]([O:20]CC)=[O:19])=[O:15])[C:10](=[O:23])[NH:9][C:8]2=[O:24])[CH2:6][CH2:5][CH2:4][CH2:3][CH2:2]1.C(=O)([O-])[O-].[K+].[K+].[Cl:31][C:32]1[CH:39]=[CH:38][CH:37]=[CH:36][C:33]=1[CH2:34]Br.Cl. Given the product [Cl:31][C:32]1[CH:39]=[CH:38][CH:37]=[CH:36][C:33]=1[CH2:34][N:9]1[C:10](=[O:23])[C:11]([C:14]([NH:16][CH2:17][C:18]([OH:20])=[O:19])=[O:15])=[C:12]([OH:13])[N:7]([CH:1]2[CH2:2][CH2:3][CH2:4][CH2:5][CH2:6]2)[C:8]1=[O:24], predict the reactants needed to synthesize it.